The task is: Regression/Classification. Given a drug SMILES string, predict its absorption, distribution, metabolism, or excretion properties. Task type varies by dataset: regression for continuous measurements (e.g., permeability, clearance, half-life) or binary classification for categorical outcomes (e.g., BBB penetration, CYP inhibition). Dataset: pampa_ncats.. This data is from PAMPA (Parallel Artificial Membrane Permeability Assay) permeability data from NCATS. (1) The compound is COC1=CC=CC(=C1O)CNC2=CC=C(C=C2)S(=O)(=O)NC3=CC=CC=C3. The result is 1 (high permeability). (2) The drug is CCOC1=C(C=CC(=C1)CNC2=CC=C(C=C2)O)OCC3=CC=C(C=C3)Cl. The result is 0 (low-to-moderate permeability). (3) The compound is C1=CC(=C(C(=C1)F)NC(=S)N2C(=NC(=N2)N)NC3=CC=C(C=C3)S(=O)(=O)N)F. The result is 0 (low-to-moderate permeability). (4) The drug is C=CC1=CC=C(C=C1)C(=O)N2CCCC(C2)CCC(=O)N3CCN(CC3)C4=CC=CC=N4. The result is 1 (high permeability).